From a dataset of NCI-60 drug combinations with 297,098 pairs across 59 cell lines. Regression. Given two drug SMILES strings and cell line genomic features, predict the synergy score measuring deviation from expected non-interaction effect. (1) Drug 1: C1=CC(=CC=C1CCC2=CNC3=C2C(=O)NC(=N3)N)C(=O)NC(CCC(=O)O)C(=O)O. Drug 2: C1=NC2=C(N1)C(=S)N=CN2. Cell line: CCRF-CEM. Synergy scores: CSS=62.3, Synergy_ZIP=-3.18, Synergy_Bliss=-5.63, Synergy_Loewe=-5.75, Synergy_HSA=-1.53. (2) Drug 1: CC1=C2C(C(=O)C3(C(CC4C(C3C(C(C2(C)C)(CC1OC(=O)C(C(C5=CC=CC=C5)NC(=O)OC(C)(C)C)O)O)OC(=O)C6=CC=CC=C6)(CO4)OC(=O)C)OC)C)OC. Drug 2: CC1C(C(CC(O1)OC2CC(OC(C2O)C)OC3=CC4=CC5=C(C(=O)C(C(C5)C(C(=O)C(C(C)O)O)OC)OC6CC(C(C(O6)C)O)OC7CC(C(C(O7)C)O)OC8CC(C(C(O8)C)O)(C)O)C(=C4C(=C3C)O)O)O)O. Cell line: OVCAR3. Synergy scores: CSS=78.2, Synergy_ZIP=18.9, Synergy_Bliss=17.5, Synergy_Loewe=-6.80, Synergy_HSA=18.3. (3) Drug 1: CC1OCC2C(O1)C(C(C(O2)OC3C4COC(=O)C4C(C5=CC6=C(C=C35)OCO6)C7=CC(=C(C(=C7)OC)O)OC)O)O. Drug 2: CN1C2=C(C=C(C=C2)N(CCCl)CCCl)N=C1CCCC(=O)O.Cl. Cell line: CAKI-1. Synergy scores: CSS=45.3, Synergy_ZIP=-2.39, Synergy_Bliss=-3.10, Synergy_Loewe=-29.6, Synergy_HSA=0.984.